From a dataset of Catalyst prediction with 721,799 reactions and 888 catalyst types from USPTO. Predict which catalyst facilitates the given reaction. (1) Reactant: [Cl:1][C:2]1[CH:8]=[C:7]([O:9][C:10]2[C:19]3[C:14](=[CH:15][C:16]([O:22][CH3:23])=[C:17]([O:20][CH3:21])[CH:18]=3)[N:13]=[CH:12][CH:11]=2)[CH:6]=[CH:5][C:3]=1[NH2:4].C(N(CC)CC)C.ClC(Cl)(O[C:35](=[O:41])OC(Cl)(Cl)Cl)Cl.[F:43][C:44]1[CH:49]=[CH:48][C:47]([C@@H:50]([NH2:52])[CH3:51])=[CH:46][CH:45]=1. Product: [Cl:1][C:2]1[CH:8]=[C:7]([O:9][C:10]2[C:19]3[C:14](=[CH:15][C:16]([O:22][CH3:23])=[C:17]([O:20][CH3:21])[CH:18]=3)[N:13]=[CH:12][CH:11]=2)[CH:6]=[CH:5][C:3]=1[NH:4][C:35]([NH:52][C@H:50]([C:47]1[CH:48]=[CH:49][C:44]([F:43])=[CH:45][CH:46]=1)[CH3:51])=[O:41]. The catalyst class is: 22. (2) Reactant: [N+:1]([C:4]1[CH:5]=[N:6][NH:7][CH:8]=1)([O-:3])=[O:2].Br[CH2:10][CH2:11][O:12][Si:13]([C:16]([CH3:19])([CH3:18])[CH3:17])([CH3:15])[CH3:14].C(=O)([O-])[O-].[Cs+].[Cs+].CN(C=O)C. Product: [Si:13]([O:12][CH2:11][CH2:10][N:6]1[CH:5]=[C:4]([N+:1]([O-:3])=[O:2])[CH:8]=[N:7]1)([C:16]([CH3:19])([CH3:18])[CH3:17])([CH3:15])[CH3:14]. The catalyst class is: 34. (3) Reactant: [CH:1]1([C@H:5]([NH:10][C:11]2[N:19]=[C:18]([C:20]([O:22][CH3:23])=[O:21])[N:17]=[C:16]3[C:12]=2[N:13]([CH2:31][C:32]2[CH:37]=[CH:36][C:35]([C:38]([F:41])([F:40])[F:39])=[CH:34][CH:33]=2)[C:14]([C:24]2[CH:29]=[CH:28][CH:27]=[C:26]([CH3:30])[CH:25]=2)=[N:15]3)[CH2:6][CH2:7][CH2:8][OH:9])[CH2:4][CH2:3][CH2:2]1.[S:42](Cl)([CH3:45])(=[O:44])=[O:43].C(N(CC)CC)C. Product: [CH:1]1([C@H:5]([NH:10][C:11]2[N:19]=[C:18]([C:20]([O:22][CH3:23])=[O:21])[N:17]=[C:16]3[C:12]=2[N:13]([CH2:31][C:32]2[CH:33]=[CH:34][C:35]([C:38]([F:39])([F:40])[F:41])=[CH:36][CH:37]=2)[C:14]([C:24]2[CH:29]=[CH:28][CH:27]=[C:26]([CH3:30])[CH:25]=2)=[N:15]3)[CH2:6][CH2:7][CH2:8][O:9][S:42]([CH3:45])(=[O:44])=[O:43])[CH2:4][CH2:3][CH2:2]1. The catalyst class is: 2. (4) Reactant: Br[C:2]1[CH:3]=[C:4]2[C:9](=[CH:10][CH:11]=1)[O:8][C:7]([CH3:13])([CH3:12])[CH:6]=[CH:5]2.C([Li])CCC.[CH:19]12S[CH:20]1[CH:21]1[S:25][CH:22]1[CH:23]=[CH:24]2. The catalyst class is: 1. Product: [CH3:12][C:7]1([CH3:13])[CH:6]=[CH:5][C:4]2[C:9](=[CH:10][CH:11]=[C:2]([S:25][C:22]3[CH:23]=[CH:24][CH:19]=[CH:20][CH:21]=3)[CH:3]=2)[O:8]1. (5) Reactant: [CH2:1]([N:3]([CH2:15][CH3:16])[CH2:4][CH2:5][CH2:6][O:7][C:8]1[CH:13]=[CH:12][C:11]([NH2:14])=[CH:10][CH:9]=1)[CH3:2].[CH3:17][C:18]1[CH:26]=[CH:25][CH:24]=[C:23]2[C:19]=1[C:20](=[CH:28]O)[C:21](=[O:27])[NH:22]2. Product: [CH2:15]([N:3]([CH2:1][CH3:2])[CH2:4][CH2:5][CH2:6][O:7][C:8]1[CH:9]=[CH:10][C:11]([NH:14][CH:28]=[C:20]2[C:19]3[C:23](=[CH:24][CH:25]=[CH:26][C:18]=3[CH3:17])[NH:22][C:21]2=[O:27])=[CH:12][CH:13]=1)[CH3:16]. The catalyst class is: 1. (6) Reactant: [Br:1][C:2]1[CH:3]=[C:4]([C:8]2([NH:12][C:13]([C:15]3[C:23]4[C:18](=[N:19][CH:20]=[C:21]([C:24]5[C:32]6[C:27](=[CH:28][C:29]([F:33])=[CH:30][CH:31]=6)[N:26]([CH3:34])[N:25]=5)[N:22]=4)[N:17](COCC[Si](C)(C)C)[CH:16]=3)=[O:14])[CH2:11][CH2:10][CH2:9]2)[CH:5]=[CH:6][CH:7]=1.C(O)(C(F)(F)F)=O.CC(=O)OCC.C(N(CC)CC)C. Product: [Br:1][C:2]1[CH:3]=[C:4]([C:8]2([NH:12][C:13]([C:15]3[C:23]4[C:18](=[N:19][CH:20]=[C:21]([C:24]5[C:32]6[C:27](=[CH:28][C:29]([F:33])=[CH:30][CH:31]=6)[N:26]([CH3:34])[N:25]=5)[N:22]=4)[NH:17][CH:16]=3)=[O:14])[CH2:9][CH2:10][CH2:11]2)[CH:5]=[CH:6][CH:7]=1. The catalyst class is: 98.